From a dataset of Forward reaction prediction with 1.9M reactions from USPTO patents (1976-2016). Predict the product of the given reaction. Given the reactants [Cl:1][C:2]1[C:3]([C:13](=O)[CH2:14][Cl:15])=[CH:4][C:5]([CH3:12])=[C:6]([NH:8][C:9](=[O:11])[CH3:10])[CH:7]=1.C([SiH](CC)CC)C, predict the reaction product. The product is: [Cl:1][C:2]1[C:3]([CH2:13][CH2:14][Cl:15])=[CH:4][C:5]([CH3:12])=[C:6]([NH:8][C:9](=[O:11])[CH3:10])[CH:7]=1.